From a dataset of Peptide-MHC class II binding affinity with 134,281 pairs from IEDB. Regression. Given a peptide amino acid sequence and an MHC pseudo amino acid sequence, predict their binding affinity value. This is MHC class II binding data. (1) The peptide sequence is EFKVAATAANAAPAN. The MHC is DRB1_0901 with pseudo-sequence DRB1_0901. The binding affinity (normalized) is 0.416. (2) The MHC is DRB1_0802 with pseudo-sequence DRB1_0802. The peptide sequence is YDKQLANVSTVLTGK. The binding affinity (normalized) is 0.791. (3) The peptide sequence is DDVLAILPIEDLKAL. The binding affinity (normalized) is 0.858. The MHC is DRB1_1001 with pseudo-sequence DRB1_1001.